From a dataset of Full USPTO retrosynthesis dataset with 1.9M reactions from patents (1976-2016). Predict the reactants needed to synthesize the given product. (1) Given the product [ClH:70].[N+:47]([C:40]1[CH:39]=[CH:38][C:37]([O:35][CH2:34][CH2:33][O:32][C:27]2[C:26]([N:23]3[CH2:22][CH2:21][NH:20][CH2:25][CH2:24]3)=[N:31][CH:30]=[CH:29][N:28]=2)=[C:46]2[C:41]=1[CH:42]=[CH:43][CH:44]=[N:45]2)([O-:49])=[O:48], predict the reactants needed to synthesize it. The reactants are: CCOC(/N=N/C(OCC)=O)=O.C(OC([N:20]1[CH2:25][CH2:24][N:23]([C:26]2[C:27]([O:32][CH2:33][CH2:34][OH:35])=[N:28][CH:29]=[CH:30][N:31]=2)[CH2:22][CH2:21]1)=O)(C)(C)C.O[C:37]1[CH:38]=[CH:39][C:40]([N+:47]([O-:49])=[O:48])=[C:41]2[C:46]=1[N:45]=[CH:44][CH:43]=[CH:42]2.C1C=CC(P(C2C=CC=CC=2)C2C=CC=CC=2)=CC=1.C(Cl)[Cl:70].C(O)(C(F)(F)F)=O.O. (2) Given the product [Cl:1][C:2]1[CH:3]=[C:4]([C:13]2[C:21]3[CH:20]=[C:19]4[O:22][N:23]=[C:27]([NH:28][S:33]([CH:30]5[CH2:32][CH2:31]5)(=[O:35])=[O:34])[C:18]4=[CH:17][C:16]=3[N:15]([CH3:29])[N:14]=2)[CH:5]=[N:6][C:7]=1[O:8][CH2:9][CH:10]([CH3:12])[CH3:11], predict the reactants needed to synthesize it. The reactants are: [Cl:1][C:2]1[CH:3]=[C:4]([C:13]2[C:21]3[C:16](=[CH:17][C:18]([C:27]#[N:28])=[C:19]([O:22][N:23]=C(C)C)[CH:20]=3)[N:15]([CH3:29])[N:14]=2)[CH:5]=[N:6][C:7]=1[O:8][CH2:9][CH:10]([CH3:12])[CH3:11].[CH:30]1([S:33](Cl)(=[O:35])=[O:34])[CH2:32][CH2:31]1. (3) Given the product [CH3:1][C:2]1[C:7]([C:8]2[C:9]3[CH:16]=[C:15]([CH2:17][O:18][C:19]4[CH:20]=[CH:21][C:22]([C@@H:25]([C:32]#[C:33][CH3:34])[CH2:26][C:27]([OH:29])=[O:28])=[CH:23][CH:24]=4)[CH:14]=[CH:13][C:10]=3[S:11][CH:12]=2)=[CH:6][CH:5]=[CH:4][N:3]=1, predict the reactants needed to synthesize it. The reactants are: [CH3:1][C:2]1[C:7]([C:8]2[C:9]3[CH:16]=[C:15]([CH2:17][O:18][C:19]4[CH:24]=[CH:23][C:22]([C@@H:25]([C:32]#[C:33][CH3:34])[CH2:26][C:27]([O:29]CC)=[O:28])=[CH:21][CH:20]=4)[CH:14]=[CH:13][C:10]=3[S:11][CH:12]=2)=[CH:6][CH:5]=[CH:4][N:3]=1.[Li+].[OH-].Cl. (4) Given the product [CH3:1][S:2]([C:5]1[CH:30]=[CH:29][C:8]([CH2:9][O:10][C:11]2[CH:19]=[CH:18][C:17]3[NH:16][C:15]4[CH:20]([CH2:23][C:24]([OH:26])=[O:25])[CH2:21][CH2:22][C:14]=4[C:13]=3[CH:12]=2)=[CH:7][CH:6]=1)(=[O:4])=[O:3], predict the reactants needed to synthesize it. The reactants are: [CH3:1][S:2]([C:5]1[CH:30]=[CH:29][C:8]([CH2:9][O:10][C:11]2[CH:19]=[CH:18][C:17]3[NH:16][C:15]4[CH:20]([CH2:23][C:24]([O:26]CC)=[O:25])[CH2:21][CH2:22][C:14]=4[C:13]=3[CH:12]=2)=[CH:7][CH:6]=1)(=[O:4])=[O:3].[Li+].[OH-]. (5) Given the product [C:3]([O:7][C:8]([N:10]1[CH2:14][C@H:13]([O:15][CH2:20][C:21]([O:23][CH2:24][CH3:25])=[O:22])[C@@H:12]([N:16]=[N+:17]=[N-:18])[CH2:11]1)=[O:9])([CH3:6])([CH3:4])[CH3:5], predict the reactants needed to synthesize it. The reactants are: [H-].[Na+].[C:3]([O:7][C:8]([N:10]1[CH2:14][C@H:13]([OH:15])[C@@H:12]([N:16]=[N+:17]=[N-:18])[CH2:11]1)=[O:9])([CH3:6])([CH3:5])[CH3:4].Br[CH2:20][C:21]([O:23][CH2:24][CH3:25])=[O:22]. (6) Given the product [NH2:9][C:8]1[O:20][C:19]([C:18]2[C:17]([C:12]3[CH:13]=[CH:14][CH:15]=[CH:16][C:11]=3[Cl:10])=[CH:26][N:25]=[CH:24][C:23]=2[NH:27][C:28]2[CH:33]=[CH:32][C:31]([I:34])=[CH:30][C:29]=2[F:35])=[N:21][N:22]=1, predict the reactants needed to synthesize it. The reactants are: C1(O[C:8]#[N:9])C=CC=CC=1.[Cl:10][C:11]1[CH:16]=[CH:15][CH:14]=[CH:13][C:12]=1[C:17]1[CH:26]=[N:25][CH:24]=[C:23]([NH:27][C:28]2[CH:33]=[CH:32][C:31]([I:34])=[CH:30][C:29]=2[F:35])[C:18]=1[C:19]([NH:21][NH2:22])=[O:20]. (7) Given the product [Cl:9][C:6]1[CH:5]=[CH:4][N:3]=[C:2]([C:16]#[N:17])[C:7]=1[F:8], predict the reactants needed to synthesize it. The reactants are: Br[C:2]1[C:7]([F:8])=[C:6]([Cl:9])[CH:5]=[CH:4][N:3]=1.O.CCOCC.[CH3:16][N:17](C=O)C. (8) Given the product [Br:19][CH2:1][C:2]1[C:6]([C:7]([O:9][CH2:10][CH3:11])=[O:8])=[C:5]([S:12][CH3:13])[S:4][C:3]=1[C:14]([O:16][CH2:17][CH3:18])=[O:15], predict the reactants needed to synthesize it. The reactants are: [CH3:1][C:2]1[C:6]([C:7]([O:9][CH2:10][CH3:11])=[O:8])=[C:5]([S:12][CH3:13])[S:4][C:3]=1[C:14]([O:16][CH2:17][CH3:18])=[O:15].[Br:19]N1C(=O)CCC1=O.N(C(C)(C)C#N)=NC(C)(C)C#N.O. (9) Given the product [CH3:70][N:69]([CH3:71])[C:67]([C:50]1[N:51]([C:61]2[CH:66]=[CH:65][CH:64]=[CH:63][CH:62]=2)[C:52]2[C:57]([C:58](=[O:59])[C:49]=1[CH2:48][NH:47][C:11]([C:10]1[CH:9]=[N:8][C:7]([N:4]3[CH2:3][CH2:2][O:1][CH2:6][CH2:5]3)=[CH:15][CH:14]=1)=[O:13])=[CH:56][CH:55]=[C:54]([Cl:60])[CH:53]=2)=[O:68], predict the reactants needed to synthesize it. The reactants are: [O:1]1[CH2:6][CH2:5][N:4]([C:7]2[CH:15]=[CH:14][C:10]([C:11]([OH:13])=O)=[CH:9][N:8]=2)[CH2:3][CH2:2]1.F[P-](F)(F)(F)(F)F.Br[P+](N1CCCC1)(N1CCCC1)N1CCCC1.C(N(CC)CC)C.[NH2:47][CH2:48][C:49]1[C:58](=[O:59])[C:57]2[C:52](=[CH:53][C:54]([Cl:60])=[CH:55][CH:56]=2)[N:51]([C:61]2[CH:66]=[CH:65][CH:64]=[CH:63][CH:62]=2)[C:50]=1[C:67]([N:69]([CH3:71])[CH3:70])=[O:68].